From a dataset of Reaction yield outcomes from USPTO patents with 853,638 reactions. Predict the reaction yield, written as a fraction of the theoretical maximum amount of product (1.0 means a 100% yield; for example, 0.34 means a 34% yield). (1) The reactants are F[C:2]1[N:7]=[C:6]([C:8]2[C:16]3[C:11](=[CH:12][N:13]=[C:14]([C:17]4[CH:18]=[N:19][N:20]([CH2:22][CH3:23])[CH:21]=4)[CH:15]=3)[N:10](C3CCCCO3)[N:9]=2)[CH:5]=[CH:4][CH:3]=1.[NH:30]1[CH2:35][CH2:34][CH2:33][C@@H:32]([NH:36]C(=O)OC(C)(C)C)[CH2:31]1. No catalyst specified. The product is [CH2:22]([N:20]1[CH:21]=[C:17]([C:14]2[CH:15]=[C:16]3[C:8]([C:6]4[N:7]=[C:2]([N:30]5[CH2:35][CH2:34][CH2:33][C@@H:32]([NH2:36])[CH2:31]5)[CH:3]=[CH:4][CH:5]=4)=[N:9][NH:10][C:11]3=[CH:12][N:13]=2)[CH:18]=[N:19]1)[CH3:23]. The yield is 0.416. (2) The reactants are [NH2:1][C:2]1[CH:7]=[CH:6][CH:5]=[CH:4][C:3]=1[NH:8][C:9](=[O:22])[C:10]1[CH:15]=[CH:14][C:13]([CH:16]2[CH2:21][CH2:20][NH:19][CH2:18][CH2:17]2)=[CH:12][CH:11]=1.[C:23](=O)([O-])[O-].[K+].[K+].IC. The catalyst is CN(C=O)C.O. The product is [NH2:1][C:2]1[CH:7]=[CH:6][CH:5]=[CH:4][C:3]=1[NH:8][C:9](=[O:22])[C:10]1[CH:15]=[CH:14][C:13]([CH:16]2[CH2:21][CH2:20][N:19]([CH3:23])[CH2:18][CH2:17]2)=[CH:12][CH:11]=1. The yield is 0.320. (3) The reactants are Cl[C:2]1[CH:7]=[C:6]([NH:8][C@@H:9]2[CH2:14][CH2:13][C@H:12]([C:15]([NH:17][CH:18]([CH3:20])[CH3:19])=[O:16])[CH2:11][CH2:10]2)[C:5]([N+:21]([O-:23])=[O:22])=[CH:4][N:3]=1.[NH:24]1[CH2:29][CH2:28][O:27][CH2:26][CH2:25]1. The catalyst is CC(O)C. The product is [CH:18]([NH:17][C:15]([C@H:12]1[CH2:13][CH2:14][C@@H:9]([NH:8][C:6]2[C:5]([N+:21]([O-:23])=[O:22])=[CH:4][N:3]=[C:2]([N:24]3[CH2:29][CH2:28][O:27][CH2:26][CH2:25]3)[CH:7]=2)[CH2:10][CH2:11]1)=[O:16])([CH3:20])[CH3:19]. The yield is 1.00. (4) The reactants are [F:1][C:2]1[CH:9]=[CH:8][C:5]([CH:6]=O)=[CH:4][CH:3]=1.[NH2:10][CH:11]([C:15]1[CH:20]=[CH:19][CH:18]=[CH:17][CH:16]=1)[C:12]([OH:14])=[O:13].[OH-].[Na+].[BH4-].[Na+].[ClH:25]. The catalyst is CO.O1CCOCC1. The product is [ClH:25].[F:1][C:2]1[CH:9]=[CH:8][C:5]([CH2:6][NH:10][CH:11]([C:15]2[CH:20]=[CH:19][CH:18]=[CH:17][CH:16]=2)[C:12]([OH:14])=[O:13])=[CH:4][CH:3]=1. The yield is 1.00. (5) The yield is 0.130. The reactants are Cl[C:2]1[CH:7]=[C:6]([O:8][CH3:9])[N:5]=[C:4]([N:10]([C:18]([O:20][C:21]([CH3:24])([CH3:23])[CH3:22])=[O:19])[C:11]([O:13][C:14]([CH3:17])([CH3:16])[CH3:15])=[O:12])[N:3]=1.CC1(C)C(C)(C)OB([C:33]2[CH:38]=[CH:37][N:36]=[CH:35][C:34]=2[NH2:39])O1. The product is [NH2:39][C:34]1[CH:35]=[N:36][CH:37]=[CH:38][C:33]=1[C:2]1[CH:7]=[C:6]([O:8][CH3:9])[N:5]=[C:4]([N:10]([C:18]([O:20][C:21]([CH3:24])([CH3:23])[CH3:22])=[O:19])[C:11]([O:13][C:14]([CH3:17])([CH3:16])[CH3:15])=[O:12])[N:3]=1. The catalyst is COCCOC.C1C=CC(P(C2C=CC=CC=2)[C-]2C=CC=C2)=CC=1.C1C=CC(P(C2C=CC=CC=2)[C-]2C=CC=C2)=CC=1.Cl[Pd]Cl.[Fe+2].C(Cl)Cl. (6) The reactants are C([O:3][C:4](=[O:42])[CH2:5][N:6]([S:29]([N:32]1[C:41]2[C:36](=[CH:37][CH:38]=[CH:39][CH:40]=2)[CH2:35][CH2:34][CH2:33]1)(=[O:31])=[O:30])[CH2:7][C:8]1[CH:13]=[CH:12][C:11]([O:14][CH2:15][CH2:16][C:17]2[N:18]=[C:19]([C:23]3[CH:28]=[CH:27][CH:26]=[CH:25][CH:24]=3)[O:20][C:21]=2[CH3:22])=[CH:10][CH:9]=1)C.O.[OH-].[Li+]. No catalyst specified. The product is [N:32]1([S:29]([N:6]([CH2:5][C:4]([OH:42])=[O:3])[CH2:7][C:8]2[CH:9]=[CH:10][C:11]([O:14][CH2:15][CH2:16][C:17]3[N:18]=[C:19]([C:23]4[CH:28]=[CH:27][CH:26]=[CH:25][CH:24]=4)[O:20][C:21]=3[CH3:22])=[CH:12][CH:13]=2)(=[O:30])=[O:31])[C:41]2[C:36](=[CH:37][CH:38]=[CH:39][CH:40]=2)[CH2:35][CH2:34][CH2:33]1. The yield is 0.990. (7) The catalyst is CS(C)=O. The yield is 0.640. The reactants are [C:1]([O:5][C:6]([NH:8][CH:9]([C@H:21]([CH3:29])[CH2:22][CH:23]([CH3:28])[CH2:24][CH2:25][CH:26]=[CH2:27])[C:10]([N:12]1[CH2:16][C@H:15]([OH:17])[CH2:14][C@H:13]1[C:18]([OH:20])=[O:19])=[O:11])=[O:7])([CH3:4])([CH3:3])[CH3:2].Cl[C:31]1[C:40]2[C:35](=[CH:36][CH:37]=[CH:38][CH:39]=2)[C:34]([O:41][CH2:42][CH3:43])=[CH:33][N:32]=1.CC([O-])(C)C.[K+]. The product is [C:1]([O:5][C:6]([NH:8][CH:9]([C@H:21]([CH3:29])[CH2:22][CH:23]([CH3:28])[CH2:24][CH2:25][CH:26]=[CH2:27])[C:10]([N:12]1[CH2:16][C@H:15]([O:17][C:31]2[C:40]3[C:35](=[CH:36][CH:37]=[CH:38][CH:39]=3)[C:34]([O:41][CH2:42][CH3:43])=[CH:33][N:32]=2)[CH2:14][C@H:13]1[C:18]([OH:20])=[O:19])=[O:11])=[O:7])([CH3:4])([CH3:3])[CH3:2].